From a dataset of Catalyst prediction with 721,799 reactions and 888 catalyst types from USPTO. Predict which catalyst facilitates the given reaction. (1) Reactant: [Br:1][C:2]1[S:11][C:5]2[N:6]=[CH:7][N:8]=[C:9](Cl)[C:4]=2[C:3]=1[C:12]1[CH:17]=[CH:16][CH:15]=[CH:14][CH:13]=1.C(N(C(C)C)CC)(C)C.[N:27]1([CH2:32][CH2:33][O:34][CH2:35][CH:36]2[CH2:41][CH2:40][NH:39][CH2:38][CH2:37]2)[CH2:31][CH2:30][CH2:29][CH2:28]1. Product: [Br:1][C:2]1[S:11][C:5]2[N:6]=[CH:7][N:8]=[C:9]([N:39]3[CH2:40][CH2:41][CH:36]([CH2:35][O:34][CH2:33][CH2:32][N:27]4[CH2:31][CH2:30][CH2:29][CH2:28]4)[CH2:37][CH2:38]3)[C:4]=2[C:3]=1[C:12]1[CH:17]=[CH:16][CH:15]=[CH:14][CH:13]=1. The catalyst class is: 20. (2) Reactant: [NH:1]1[CH:5]=[CH:4][CH:3]=[C:2]1[C:6]([O:8][CH3:9])=[O:7].[H-].[Na+].[F:12][CH2:13][CH2:14]I.O. Product: [F:12][CH2:13][CH2:14][N:1]1[CH:5]=[CH:4][CH:3]=[C:2]1[C:6]([O:8][CH3:9])=[O:7]. The catalyst class is: 3.